From a dataset of Reaction yield outcomes from USPTO patents with 853,638 reactions. Predict the reaction yield, written as a fraction of the theoretical maximum amount of product (1.0 means a 100% yield; for example, 0.34 means a 34% yield). (1) The reactants are Cl[CH2:2][CH2:3][N:4]([CH2:18][CH2:19]Cl)[C:5]1[CH:10]=[CH:9][C:8]([CH2:11][CH2:12][CH2:13][C:14]([O:16][CH3:17])=[O:15])=[CH:7][CH:6]=1.[C:21]([O-:24])([O-])=O.[K+].[K+].[C:27]1([CH:34]=[CH:33][C:31]([OH:32])=[CH:30][CH:29]=1)[OH:28]. The catalyst is CN(C=O)C. The product is [OH:28][C:27]1[CH:34]=[CH:33][C:31]([O:32][CH2:2][CH2:3][N:4]([CH2:18][CH2:19][O:28][C:27]2[CH:34]=[CH:33][C:21]([OH:24])=[CH:30][CH:29]=2)[C:5]2[CH:10]=[CH:9][C:8]([CH2:11][CH2:12][CH2:13][C:14]([O:16][CH3:17])=[O:15])=[CH:7][CH:6]=2)=[CH:30][CH:29]=1. The yield is 0.220. (2) The reactants are [Cl:1][C:2]1[CH:7]=[CH:6][C:5]([OH:8])=[CH:4][C:3]=1[N+:9]([O-:11])=[O:10].Cl[CH2:13][CH2:14][CH:15]1[CH2:20][CH2:19][NH:18][CH2:17][CH2:16]1.C([O-])([O-])=O.[Cs+].[Cs+]. The product is [Cl:1][C:2]1[CH:7]=[CH:6][C:5]([O:8][CH2:13][CH2:14][CH:15]2[CH2:20][CH2:19][NH:18][CH2:17][CH2:16]2)=[CH:4][C:3]=1[N+:9]([O-:11])=[O:10]. The yield is 0.560. The catalyst is CN(C)C=O. (3) The reactants are [N+:1]([C:4]1[S:8][CH:7]=[C:6]([C:9]#[N:10])[C:5]=1[C:11]1[CH:16]=[N:15][CH:14]=[CH:13][N:12]=1)([O-])=O.[Sn](Cl)Cl.[OH-].[Na+]. The catalyst is Cl. The product is [NH2:1][C:4]1[S:8][CH:7]=[C:6]([C:9]#[N:10])[C:5]=1[C:11]1[CH:16]=[N:15][CH:14]=[CH:13][N:12]=1. The yield is 0.210. (4) The reactants are [NH:1]1[CH:9]2[CH:4]([CH2:5][CH2:6][CH2:7][CH2:8]2)[CH2:3][CH:2]1[C:10]([OH:12])=[O:11].OS(O)(=O)=O. The catalyst is C(Cl)(Cl)Cl. The product is [C:4]([O:11][C:10]([CH:2]1[CH2:3][CH:4]2[CH:9]([CH2:8][CH2:7][CH2:6][CH2:5]2)[NH:1]1)=[O:12])([CH3:9])([CH3:5])[CH3:3]. The yield is 1.00. (5) No catalyst specified. The product is [CH2:21]([O:20][P:19]([CH2:17][CH2:18][O:1][CH2:2][CH2:3][CH2:4][CH2:5][CH2:6][CH2:7][NH:8][C:9](=[O:13])[C:10]([CH3:12])=[CH2:11])([O:23][CH2:24][CH3:25])=[O:26])[CH3:22]. The yield is 0.870. The reactants are [OH:1][CH2:2][CH2:3][CH2:4][CH2:5][CH2:6][CH2:7][NH:8][C:9](=[O:13])[C:10]([CH3:12])=[CH2:11].C(Cl)Cl.[CH:17]([P:19](=[O:26])([O:23][CH2:24][CH3:25])[O:20][CH2:21][CH3:22])=[CH2:18]. (6) The reactants are [CH3:1][C:2]1[C:7]2=[N:8][C:9]3[C:10]([C:32]([OH:34])=O)=[CH:11][N:12]([C:17]4[CH:22]=[CH:21][C:20]([B:23]5[O:27][C:26]([CH3:29])([CH3:28])[C:25]([CH3:31])([CH3:30])[O:24]5)=[CH:19][CH:18]=4)[C:13](=[O:16])[C:14]=3[CH:15]=[C:6]2[CH:5]=[CH:4][CH:3]=1.[CH:35]1[N:39]=[CH:38][N:37]([C:40](N2C=NC=C2)=O)[CH:36]=1. No catalyst specified. The product is [CH3:38][N:37]([CH3:40])[CH2:36][CH2:35][NH:39][C:32]([C:10]1[C:9]2[N:8]=[C:7]3[C:2]([CH3:1])=[CH:3][CH:4]=[CH:5][C:6]3=[CH:15][C:14]=2[C:13](=[O:16])[N:12]([C:17]2[CH:22]=[CH:21][C:20]([B:23]3[O:27][C:26]([CH3:29])([CH3:28])[C:25]([CH3:31])([CH3:30])[O:24]3)=[CH:19][CH:18]=2)[CH:11]=1)=[O:34]. The yield is 0.740. (7) The reactants are [CH:1]1([CH2:4][CH2:5][OH:6])[CH2:3][CH2:2]1.Cl[S:8]([N:11]=C=O)(=[O:10])=[O:9].C(O)=O.CCN(CC)CC. The catalyst is C(Cl)Cl. The product is [S:8](=[O:10])(=[O:9])([O:6][CH2:5][CH2:4][CH:1]1[CH2:3][CH2:2]1)[NH2:11]. The yield is 0.580. (8) The reactants are Br[CH2:2][C:3]([C:5]1[CH:10]=[CH:9][C:8]([S:11]([CH3:14])(=[O:13])=[O:12])=[CH:7][CH:6]=1)=O.[S:15]1[CH:19]=[CH:18][C:17]([C:20]2[CH:25]=[CH:24][C:23]([CH2:26][C:27]([OH:29])=[O:28])=[CH:22][CH:21]=2)=[CH:16]1.C1CCN2C(=NCCC2)CC1.Cl. The catalyst is C(#N)C.CCN(CC)CC. The product is [S:15]1[CH:19]=[CH:18][C:17]([C:20]2[CH:21]=[CH:22][C:23]([C:26]3[C:27](=[O:29])[O:28][CH2:2][C:3]=3[C:5]3[CH:6]=[CH:7][C:8]([S:11]([CH3:14])(=[O:13])=[O:12])=[CH:9][CH:10]=3)=[CH:24][CH:25]=2)=[CH:16]1. The yield is 0.390.